This data is from Catalyst prediction with 721,799 reactions and 888 catalyst types from USPTO. The task is: Predict which catalyst facilitates the given reaction. Reactant: [CH3:1][NH:2][C:3](=[O:35])[C@@H:4]([NH:12][C:13](=[O:34])[C@@H:14]([NH:26]C(=O)OC(C)(C)C)[CH2:15][CH2:16][CH2:17][CH2:18][NH:19][C:20](=[O:25])[C:21]([F:24])([F:23])[F:22])[CH2:5][C:6]1[CH:11]=[CH:10][CH:9]=[CH:8][CH:7]=1.[ClH:36]. Product: [ClH:36].[NH2:26][C@@H:14]([CH2:15][CH2:16][CH2:17][CH2:18][NH:19][C:20](=[O:25])[C:21]([F:23])([F:24])[F:22])[C:13]([NH:12][C@@H:4]([CH2:5][C:6]1[CH:7]=[CH:8][CH:9]=[CH:10][CH:11]=1)[C:3]([NH:2][CH3:1])=[O:35])=[O:34]. The catalyst class is: 12.